This data is from Peptide-MHC class II binding affinity with 134,281 pairs from IEDB. The task is: Regression. Given a peptide amino acid sequence and an MHC pseudo amino acid sequence, predict their binding affinity value. This is MHC class II binding data. (1) The peptide sequence is KKDQVVMTSLALVGAALK. The MHC is DRB1_0404 with pseudo-sequence DRB1_0404. The binding affinity (normalized) is 0.797. (2) The peptide sequence is EVDQTKIQYVIRAQL. The MHC is H-2-IAd with pseudo-sequence YTYHLILGGQAEHILVFGLTYYDIRTETAHGPST. The binding affinity (normalized) is 0.633. (3) The peptide sequence is IDLDPVVYDAKFEKQ. The MHC is DRB1_0301 with pseudo-sequence DRB1_0301. The binding affinity (normalized) is 0.666. (4) The peptide sequence is VMGDTAWDFSSAGGF. The binding affinity (normalized) is 0.256. The MHC is HLA-DQA10501-DQB10402 with pseudo-sequence HLA-DQA10501-DQB10402. (5) The peptide sequence is TLWQRPLVTIKIGGQLTEAL. The MHC is DRB3_0101 with pseudo-sequence DRB3_0101. The binding affinity (normalized) is 0.229. (6) The peptide sequence is KQAYAATVATAPEVK. The MHC is DRB1_0405 with pseudo-sequence DRB1_0405. The binding affinity (normalized) is 0.641.